From a dataset of Reaction yield outcomes from USPTO patents with 853,638 reactions. Predict the reaction yield, written as a fraction of the theoretical maximum amount of product (1.0 means a 100% yield; for example, 0.34 means a 34% yield). (1) The reactants are [C:1]([C:3]1[C:4]([O:16][CH3:17])=[C:5]([C:13](O)=[O:14])[C:6]2[C:11]([CH:12]=1)=[CH:10][CH:9]=[CH:8][CH:7]=2)#[N:2].C1COCC1.C(OC(Cl)=O)C(C)C.[BH4-].[Na+]. The catalyst is O. The product is [C:1]([C:3]1[C:4]([O:16][CH3:17])=[C:5]([CH2:13][OH:14])[C:6]2[C:11]([CH:12]=1)=[CH:10][CH:9]=[CH:8][CH:7]=2)#[N:2]. The yield is 0.330. (2) The reactants are [NH2:1][C:2]1[CH:25]=[CH:24][C:5]([O:6][C:7]2[C:16]3[C:11](=[CH:12][C:13]([O:19][CH2:20][C@H:21]4[CH2:23][O:22]4)=[C:14]([C:17]#[N:18])[CH:15]=3)[N:10]=[CH:9][CH:8]=2)=[CH:4][CH:3]=1.C1(O[C:33](=[O:40])[NH:34][C:35]2[S:36][CH:37]=[CH:38][N:39]=2)C=CC=CC=1.C(OCC)(=O)C.O1CCCC1.[NH:52]1[CH2:56][CH2:55][CH2:54][CH2:53]1. The catalyst is CS(C)=O.CN(C)C=O.CO.C(OCC)(=O)C.O. The product is [C:17]([C:14]1[CH:15]=[C:16]2[C:11](=[CH:12][C:13]=1[O:19][CH2:20][C@H:21]([OH:22])[CH2:23][N:52]1[CH2:56][CH2:55][CH2:54][CH2:53]1)[N:10]=[CH:9][CH:8]=[C:7]2[O:6][C:5]1[CH:4]=[CH:3][C:2]([NH:1][C:33]([NH:34][C:35]2[S:36][CH:37]=[CH:38][N:39]=2)=[O:40])=[CH:25][CH:24]=1)#[N:18]. The yield is 0.0900. (3) The reactants are N1C=CC=CC=1.[CH3:7][O:8][C:9]1[CH:47]=[CH:46][C:12]([C:13]([O:28][CH2:29][C@H:30]2[O:34][C@@H:33]([C:35]3[C:41](=[O:42])[NH:40][C:38](=[O:39])[N:37]([CH3:43])[CH:36]=3)[C@H:32]([OH:44])[C@@H:31]2[OH:45])([C:22]2[CH:27]=[CH:26][CH:25]=[CH:24][CH:23]=2)[C:14]2[CH:19]=[CH:18][C:17]([O:20][CH3:21])=[CH:16][CH:15]=2)=[CH:11][CH:10]=1.[Si:48](Cl)([C:51]([CH3:54])([CH3:53])[CH3:52])([CH3:50])[CH3:49]. The catalyst is C1COCC1.[N+]([O-])([O-])=O.[Ag+]. The product is [CH3:7][O:8][C:9]1[CH:47]=[CH:46][C:12]([C:13]([O:28][CH2:29][C@H:30]2[O:34][C@@H:33]([C:35]3[C:41](=[O:42])[NH:40][C:38](=[O:39])[N:37]([CH3:43])[CH:36]=3)[C@H:32]([O:44][Si:48]([C:51]([CH3:54])([CH3:53])[CH3:52])([CH3:50])[CH3:49])[C@@H:31]2[OH:45])([C:22]2[CH:23]=[CH:24][CH:25]=[CH:26][CH:27]=2)[C:14]2[CH:19]=[CH:18][C:17]([O:20][CH3:21])=[CH:16][CH:15]=2)=[CH:11][CH:10]=1.[CH3:7][O:8][C:9]1[CH:47]=[CH:46][C:12]([C:13]([O:28][CH2:29][C@H:30]2[O:34][C@@H:33]([C:35]3[C:41](=[O:42])[NH:40][C:38](=[O:39])[N:37]([CH3:43])[CH:36]=3)[C@H:32]([OH:44])[C@@H:31]2[O:45][Si:48]([C:51]([CH3:54])([CH3:53])[CH3:52])([CH3:50])[CH3:49])([C:22]2[CH:23]=[CH:24][CH:25]=[CH:26][CH:27]=2)[C:14]2[CH:19]=[CH:18][C:17]([O:20][CH3:21])=[CH:16][CH:15]=2)=[CH:11][CH:10]=1. The yield is 0.250. (4) The reactants are Cl[C:2]1[C:11]2[C:6](=[CH:7][CH:8]=[C:9]([F:12])[CH:10]=2)[C:5]([O:13][CH:14]2[CH2:16][CH2:15]2)=[CH:4][N:3]=1.[F-:17].[Cs+]. The catalyst is CS(C)=O.O. The product is [F:17][C:2]1[C:11]2[C:6](=[CH:7][CH:8]=[C:9]([F:12])[CH:10]=2)[C:5]([O:13][CH:14]2[CH2:16][CH2:15]2)=[CH:4][N:3]=1. The yield is 0.670. (5) The reactants are [CH2:1](Br)[C:2]1[CH:7]=[CH:6][CH:5]=[CH:4][CH:3]=1.C([O-])([O-])=O.[K+].[K+].[CH3:15][C:16]1([CH3:33])[S:20][C@@H:19]2[C@@H:21]([C:25]([O:27][CH3:28])=[O:26])[NH:22][C:23](=[O:24])[N:18]2[C@H:17]1[C:29]([O:31][CH3:32])=[O:30]. The catalyst is CN(C=O)C. The product is [CH2:1]([N:22]1[C@H:21]([C:25]([O:27][CH3:28])=[O:26])[C@H:19]2[S:20][C:16]([CH3:33])([CH3:15])[C@H:17]([C:29]([O:31][CH3:32])=[O:30])[N:18]2[C:23]1=[O:24])[C:2]1[CH:7]=[CH:6][CH:5]=[CH:4][CH:3]=1. The yield is 0.490. (6) The catalyst is CN(C)C(=O)C.C(Cl)Cl. The reactants are [Br:1][C:2]1[C:7](=[O:8])[N:6]([C:9]2[CH:10]=[C:11]([CH:16]=[CH:17][C:18]=2[CH3:19])[C:12]([O:14]C)=O)[C:5]([NH:20][CH3:21])=[N:4][C:3]=1[O:22][CH2:23][C:24]1[CH:29]=[CH:28][C:27]([F:30])=[CH:26][C:25]=1[F:31].ClC(OCC(C)C)=O.[CH3:40][N:41]1CCOCC1.CN. The product is [Br:1][C:2]1[C:7](=[O:8])[N:6]([C:9]2[CH:10]=[C:11]([CH:16]=[CH:17][C:18]=2[CH3:19])[C:12]([NH:41][CH3:40])=[O:14])[C:5]([NH:20][CH3:21])=[N:4][C:3]=1[O:22][CH2:23][C:24]1[CH:29]=[CH:28][C:27]([F:30])=[CH:26][C:25]=1[F:31]. The yield is 0.270. (7) The product is [Cl:12][C:13]1[CH:14]=[CH:15][C:16]([CH2:17][N:18]2[C:26]3[C:21](=[CH:22][C:23]([CH:27]=[O:28])=[CH:24][CH:25]=3)[C:20]([C:29](=[O:41])[C:30]([NH:32][C:33]3[CH:38]=[CH:37][N:36]=[C:35]([O:39][CH3:40])[CH:34]=3)=[O:31])=[C:19]2[CH3:42])=[CH:43][CH:44]=1. The yield is 0.950. The reactants are [Cr](Cl)([O-])(=O)=O.[NH+]1C=CC=CC=1.[Cl:12][C:13]1[CH:44]=[CH:43][C:16]([CH2:17][N:18]2[C:26]3[C:21](=[CH:22][C:23]([CH2:27][OH:28])=[CH:24][CH:25]=3)[C:20]([C:29](=[O:41])[C:30]([NH:32][C:33]3[CH:38]=[CH:37][N:36]=[C:35]([O:39][CH3:40])[CH:34]=3)=[O:31])=[C:19]2[CH3:42])=[CH:15][CH:14]=1. The catalyst is ClCCl.